From a dataset of Reaction yield outcomes from USPTO patents with 853,638 reactions. Predict the reaction yield, written as a fraction of the theoretical maximum amount of product (1.0 means a 100% yield; for example, 0.34 means a 34% yield). (1) The reactants are [NH2:1][C:2]1[CH:7]=[C:6](Cl)[N:5]=[C:4]([C:9]([O:11][CH3:12])=[O:10])[C:3]=1[Cl:13].[F:14][C:15]1[CH:16]=[C:17](B2OC(C)(C)C(C)(C)O2)[CH:18]=[CH:19][C:20]=1[C:21]([F:24])([F:23])[F:22].[F-].[K+]. The catalyst is C(#N)C.O.C(OCC)(=O)C.Cl[Pd](Cl)([P](C1C=CC=CC=1)(C1C=CC=CC=1)C1C=CC=CC=1)[P](C1C=CC=CC=1)(C1C=CC=CC=1)C1C=CC=CC=1. The product is [NH2:1][C:2]1[CH:7]=[C:6]([C:17]2[CH:18]=[CH:19][C:20]([C:21]([F:23])([F:24])[F:22])=[C:15]([F:14])[CH:16]=2)[N:5]=[C:4]([C:9]([O:11][CH3:12])=[O:10])[C:3]=1[Cl:13]. The yield is 0.570. (2) The reactants are [CH3:1][C:2]1[C:7]([CH3:8])=[CH:6][C:5]([CH3:9])=[CH:4][C:3]=1[OH:10].Br[CH2:12][C:13]([C:15]1[CH:20]=[CH:19][C:18]([CH3:21])=[CH:17][CH:16]=1)=[O:14]. The catalyst is CO. The product is [CH3:21][C:18]1[CH:19]=[CH:20][C:15]([C:13](=[O:14])[CH2:12][O:10][C:3]2[CH:4]=[C:5]([CH3:9])[CH:6]=[C:7]([CH3:8])[C:2]=2[CH3:1])=[CH:16][CH:17]=1. The yield is 0.750. (3) The catalyst is C1(C)C=CC=CC=1.C(O)C.Cl[Pd](Cl)([P](C1C=CC=CC=1)(C1C=CC=CC=1)C1C=CC=CC=1)[P](C1C=CC=CC=1)(C1C=CC=CC=1)C1C=CC=CC=1. The product is [CH3:29][O:30][C:31]1[CH:36]=[CH:35][C:34]([C:2]2[S:3][C:4]3[CH2:5][C:6]4[C:12]([C:13]5[CH:18]=[CH:17][C:16]([O:19][CH3:20])=[CH:15][CH:14]=5)=[N:11][N:10]([CH2:21][O:22][CH2:23][CH2:24][Si:25]([CH3:26])([CH3:28])[CH3:27])[C:7]=4[C:8]=3[CH:9]=2)=[CH:33][CH:32]=1. The reactants are Br[C:2]1[S:3][C:4]2[CH2:5][C:6]3[C:12]([C:13]4[CH:18]=[CH:17][C:16]([O:19][CH3:20])=[CH:15][CH:14]=4)=[N:11][N:10]([CH2:21][O:22][CH2:23][CH2:24][Si:25]([CH3:28])([CH3:27])[CH3:26])[C:7]=3[C:8]=2[CH:9]=1.[CH3:29][O:30][C:31]1[CH:36]=[CH:35][C:34](B2OC(C)(C)C(C)(C)O2)=[CH:33][CH:32]=1.C([O-])([O-])=O.[Na+].[Na+]. The yield is 0.760.